Dataset: Catalyst prediction with 721,799 reactions and 888 catalyst types from USPTO. Task: Predict which catalyst facilitates the given reaction. (1) Product: [Cl:28][CH2:19][C:17]1[CH:16]=[CH:15][N:14]=[C:13]([NH:12][C:10]2[S:11][C:7]([C:1]3[CH:6]=[CH:5][CH:4]=[CH:3][CH:2]=3)=[CH:8][N:9]=2)[CH:18]=1. The catalyst class is: 2. Reactant: [C:1]1([C:7]2[S:11][C:10]([NH:12][C:13]3[CH:18]=[C:17]([CH2:19]O)[CH:16]=[CH:15][N:14]=3)=[N:9][CH:8]=2)[CH:6]=[CH:5][CH:4]=[CH:3][CH:2]=1.CN(C)C=O.P(Cl)(Cl)([Cl:28])=O. (2) Reactant: I[C:2]1[CH:3]=[C:4]([CH3:8])[CH:5]=[CH:6][CH:7]=1.[Br:9][C:10]1[C:15](B2OC(C)(C)C(C)(C)O2)=[C:14]([F:25])[C:13]([O:26][CH3:27])=[CH:12][CH:11]=1.C(=O)([O-])[O-].[K+].[K+]. Product: [Br:9][C:10]1[C:15]([C:2]2[CH:7]=[CH:6][CH:5]=[C:4]([CH3:8])[CH:3]=2)=[C:14]([F:25])[C:13]([O:26][CH3:27])=[CH:12][CH:11]=1. The catalyst class is: 117. (3) Reactant: [H-].[Na+].[CH3:3][CH:4]([OH:6])[CH3:5].F[C:8]1[C:13]([CH3:14])=[C:12]([I:15])[C:11]([CH3:16])=[CH:10][N:9]=1.CC(OC)(C)C. Product: [I:15][C:12]1[C:11]([CH3:16])=[CH:10][N:9]=[C:8]([O:6][CH:4]([CH3:5])[CH3:3])[C:13]=1[CH3:14]. The catalyst class is: 20. (4) The catalyst class is: 8. Reactant: [F:1][C:2]([F:20])([C:8]1[CH:13]=[CH:12][C:11]([O:14][C:15]([F:18])([F:17])[F:16])=[C:10]([CH3:19])[CH:9]=1)[C:3]([O:5]CC)=[O:4].O1CCCC1.O.[OH-].[Li+]. Product: [F:1][C:2]([F:20])([C:8]1[CH:13]=[CH:12][C:11]([O:14][C:15]([F:16])([F:17])[F:18])=[C:10]([CH3:19])[CH:9]=1)[C:3]([OH:5])=[O:4].